From a dataset of Forward reaction prediction with 1.9M reactions from USPTO patents (1976-2016). Predict the product of the given reaction. Given the reactants Br[C:2]1[CH:3]=[C:4]2[CH:10]=[C:9]([C:11]3[CH:16]=[CH:15][CH:14]=[CH:13][CH:12]=3)[NH:8][C:5]2=[N:6][CH:7]=1.C([Li])CCC.[N:22]1[CH:27]=[CH:26][CH:25]=[C:24]([CH:28]=[O:29])[CH:23]=1.O, predict the reaction product. The product is: [C:11]1([C:9]2[NH:8][C:5]3=[N:6][CH:7]=[C:2]([CH:28]([C:24]4[CH:23]=[N:22][CH:27]=[CH:26][CH:25]=4)[OH:29])[CH:3]=[C:4]3[CH:10]=2)[CH:16]=[CH:15][CH:14]=[CH:13][CH:12]=1.